From a dataset of Reaction yield outcomes from USPTO patents with 853,638 reactions. Predict the reaction yield, written as a fraction of the theoretical maximum amount of product (1.0 means a 100% yield; for example, 0.34 means a 34% yield). The reactants are [OH:1][C:2]1[N:9]=[C:8]([CH3:10])[CH:7]=[C:6](O)[C:3]=1[C:4]#[N:5].P(Cl)(Cl)([Cl:14])=O. The catalyst is C(#N)C.[Cl-].C([N+](CC)(CC)CC)C1C=CC=CC=1. The product is [Cl:14][C:6]1[C:3]([C:4]#[N:5])=[C:2]([OH:1])[N:9]=[C:8]([CH3:10])[CH:7]=1. The yield is 0.480.